Dataset: Peptide-MHC class I binding affinity with 185,985 pairs from IEDB/IMGT. Task: Regression. Given a peptide amino acid sequence and an MHC pseudo amino acid sequence, predict their binding affinity value. This is MHC class I binding data. (1) The peptide sequence is FDDCKDVGDL. The MHC is Mamu-A11 with pseudo-sequence Mamu-A11. The binding affinity (normalized) is 0.161. (2) The peptide sequence is TESDAIRTL. The MHC is HLA-B08:01 with pseudo-sequence HLA-B08:01. The binding affinity (normalized) is 0.0847.